The task is: Regression. Given two drug SMILES strings and cell line genomic features, predict the synergy score measuring deviation from expected non-interaction effect.. This data is from NCI-60 drug combinations with 297,098 pairs across 59 cell lines. (1) Drug 1: CC1C(C(CC(O1)OC2CC(CC3=C2C(=C4C(=C3O)C(=O)C5=C(C4=O)C(=CC=C5)OC)O)(C(=O)C)O)N)O.Cl. Synergy scores: CSS=-3.33, Synergy_ZIP=0.311, Synergy_Bliss=-1.36, Synergy_Loewe=-3.62, Synergy_HSA=-3.10. Cell line: NCI/ADR-RES. Drug 2: CC12CCC3C(C1CCC2OP(=O)(O)O)CCC4=C3C=CC(=C4)OC(=O)N(CCCl)CCCl.[Na+]. (2) Drug 1: C1C(C(OC1N2C=NC(=NC2=O)N)CO)O. Drug 2: C(CN)CNCCSP(=O)(O)O. Cell line: OVCAR-4. Synergy scores: CSS=14.9, Synergy_ZIP=-1.04, Synergy_Bliss=-2.91, Synergy_Loewe=-8.03, Synergy_HSA=-1.70. (3) Drug 1: C1CN1P(=S)(N2CC2)N3CC3. Drug 2: C(CC(=O)O)C(=O)CN.Cl. Cell line: SF-295. Synergy scores: CSS=25.0, Synergy_ZIP=-8.78, Synergy_Bliss=-2.47, Synergy_Loewe=-3.74, Synergy_HSA=-1.13. (4) Drug 1: CC1=CC=C(C=C1)C2=CC(=NN2C3=CC=C(C=C3)S(=O)(=O)N)C(F)(F)F. Drug 2: C1=CC=C(C(=C1)C(C2=CC=C(C=C2)Cl)C(Cl)Cl)Cl. Cell line: BT-549. Synergy scores: CSS=-9.01, Synergy_ZIP=2.09, Synergy_Bliss=-0.975, Synergy_Loewe=-4.84, Synergy_HSA=-4.54. (5) Drug 1: COC1=C(C=C2C(=C1)N=CN=C2NC3=CC(=C(C=C3)F)Cl)OCCCN4CCOCC4. Drug 2: C(CCl)NC(=O)N(CCCl)N=O. Cell line: ACHN. Synergy scores: CSS=41.0, Synergy_ZIP=-0.203, Synergy_Bliss=-0.194, Synergy_Loewe=-17.9, Synergy_HSA=-1.11. (6) Drug 1: CC1C(C(CC(O1)OC2CC(CC3=C2C(=C4C(=C3O)C(=O)C5=C(C4=O)C(=CC=C5)OC)O)(C(=O)C)O)N)O.Cl. Drug 2: CC1=C(C=C(C=C1)NC(=O)C2=CC=C(C=C2)CN3CCN(CC3)C)NC4=NC=CC(=N4)C5=CN=CC=C5. Cell line: SW-620. Synergy scores: CSS=18.2, Synergy_ZIP=6.28, Synergy_Bliss=7.86, Synergy_Loewe=-33.9, Synergy_HSA=2.14.